Dataset: Forward reaction prediction with 1.9M reactions from USPTO patents (1976-2016). Task: Predict the product of the given reaction. (1) Given the reactants [C:1]([CH:3]1[CH2:5][CH2:4]1)#[CH:2].[O:6]1[C:10]2[CH:11]=[CH:12][CH:13]=[CH:14][C:9]=2[O:8][BH:7]1, predict the reaction product. The product is: [CH:3]1(/[CH:1]=[CH:2]/[B:7]2[O:8][C:9]3[CH:14]=[CH:13][CH:12]=[CH:11][C:10]=3[O:6]2)[CH2:5][CH2:4]1. (2) Given the reactants N([C:3]([CH3:9])([CH3:8])[C:4]([O:6]C)=[O:5])=N[C:3]([CH3:9])([CH3:8])[C:4]([O:6]C)=[O:5].CC(OC(=O)C(C)=C)(C)CC[O:21][C:22]([C:24]12[CH2:33][CH:28]3[CH2:29][CH:30]([CH2:32][CH:26]([CH2:27]3)[CH2:25]1)[CH2:31]2)=[O:23], predict the reaction product. The product is: [C:4]([OH:6])(=[O:5])[C:3]([CH3:9])=[CH2:8].[CH:3]([C:24]12[CH2:33][CH:28]3[CH2:29][CH:30]([CH2:32][CH:26]([CH2:27]3)[CH2:25]1)[CH2:31]2)([CH3:8])[CH3:4].[C:22]([O-:23])(=[O:21])[C:24]([CH3:31])=[CH2:25].[C:4]([OH:6])(=[O:5])[C:3]([CH3:9])=[CH2:8].[OH:5][C:24]12[CH2:33][CH:28]3[CH2:29][CH:30]([CH2:32][CH:26]([CH2:27]3)[CH2:25]1)[CH2:31]2. (3) The product is: [Cl:36][C:18]1[C:19]([NH:21][C:22]2[C:33]([F:34])=[CH:32][C:31]([F:35])=[CH:30][C:23]=2[C:24]([NH:26][CH2:27][C:28]#[CH:29])=[O:25])=[N:20][C:15]([NH:1][C:2]2[CH:3]=[CH:4][C:5]3[CH2:11][CH2:10][CH2:9][C:8](=[O:12])[NH:7][C:6]=3[CH:13]=2)=[N:16][CH:17]=1. Given the reactants [NH2:1][C:2]1[CH:3]=[CH:4][C:5]2[CH2:11][CH2:10][CH2:9][C:8](=[O:12])[NH:7][C:6]=2[CH:13]=1.Cl[C:15]1[N:20]=[C:19]([NH:21][C:22]2[C:33]([F:34])=[CH:32][C:31]([F:35])=[CH:30][C:23]=2[C:24]([NH:26][CH2:27][C:28]#[CH:29])=[O:25])[C:18]([Cl:36])=[CH:17][N:16]=1.C12(CS(O)(=O)=O)C(C)(C)C(CC1)CC2=O.C(=O)(O)[O-].[Na+], predict the reaction product. (4) Given the reactants [Cl:1][C:2]1[CH:7]=[CH:6][C:5]([C:8]([F:11])([F:10])[F:9])=[CH:4][C:3]=1[NH:12][C:13]1[O:17][C:16]([C:18]2[CH:23]=[CH:22][C:21]([OH:24])=[CH:20][CH:19]=2)=[N:15][N:14]=1.C[Si]([N-][Si](C)(C)C)(C)C.[K+].Cl[C:36]1[N:41]=[C:40]([NH2:42])[N:39]=[C:38]([NH2:43])[CH:37]=1.C([O-])([O-])=O.[K+].[K+], predict the reaction product. The product is: [Cl:1][C:2]1[CH:7]=[CH:6][C:5]([C:8]([F:9])([F:10])[F:11])=[CH:4][C:3]=1[NH:12][C:13]1[O:17][C:16]([C:18]2[CH:23]=[CH:22][C:21]([O:24][C:36]3[N:41]=[C:40]([NH2:42])[N:39]=[C:38]([NH2:43])[CH:37]=3)=[CH:20][CH:19]=2)=[N:15][N:14]=1. (5) Given the reactants Br[CH2:2][C:3]([C:5]1[C:6]([C:11]2[CH:16]=[CH:15][CH:14]=[CH:13][CH:12]=2)=[N:7][O:8][C:9]=1[CH3:10])=O.[NH2:17][C:18]1[CH:23]=[CH:22][C:21]([I:24])=[CH:20][N:19]=1.Br.C(N(CC)CC)C, predict the reaction product. The product is: [I:24][C:21]1[CH:22]=[CH:23][C:18]2[N:19]([CH:2]=[C:3]([C:5]3[C:6]([C:11]4[CH:16]=[CH:15][CH:14]=[CH:13][CH:12]=4)=[N:7][O:8][C:9]=3[CH3:10])[N:17]=2)[CH:20]=1. (6) Given the reactants I[C:2]1[CH:38]=[N:37][C:5]2[N:6]([C:19]([NH:21][CH:22]([C:26]3[CH:31]=[CH:30][C:29]([O:32][C:33]([F:36])([F:35])[F:34])=[CH:28][CH:27]=3)[CH2:23][O:24][CH3:25])=[O:20])[CH2:7][C:8](=[O:18])[N:9]([CH2:10][O:11][CH2:12][CH2:13][Si:14]([CH3:17])([CH3:16])[CH3:15])[C:4]=2[CH:3]=1.CC1(C)C(C)(C)OB(B2OC(C)(C)C(C)(C)O2)[O:41]1.C([O-])(=O)C.[K+].[OH-].[Na+].OO, predict the reaction product. The product is: [OH:41][C:2]1[CH:38]=[N:37][C:5]2[N:6]([C:19]([NH:21][CH:22]([C:26]3[CH:31]=[CH:30][C:29]([O:32][C:33]([F:36])([F:35])[F:34])=[CH:28][CH:27]=3)[CH2:23][O:24][CH3:25])=[O:20])[CH2:7][C:8](=[O:18])[N:9]([CH2:10][O:11][CH2:12][CH2:13][Si:14]([CH3:17])([CH3:16])[CH3:15])[C:4]=2[CH:3]=1. (7) Given the reactants [CH:1]([CH:3]1[O:7][CH:6]([O:8][C:9]2[CH:16]=[CH:15][C:12]([C:13]#[N:14])=[CH:11][CH:10]=2)[CH2:5][CH2:4]1)=[O:2].C(=O)([O-])[O-:18].[K+].[K+].OO, predict the reaction product. The product is: [CH:1]([C:3]1[O:7][C:6]([O:8][C:9]2[CH:16]=[CH:15][C:12]([C:13]([NH2:14])=[O:18])=[CH:11][CH:10]=2)=[CH:5][CH:4]=1)=[O:2]. (8) The product is: [F:54][C:53]([F:56])([F:55])[C:51]([OH:57])=[O:52].[NH2:34][C@H:32]1[CH2:33][C@@H:29]([N:23]2[CH:22]=[N:21][C:20]3[C:24]2=[N:25][C:26]([Cl:28])=[N:27][C:19]=3[NH2:18])[C@H:30]([OH:50])[C@@H:31]1[OH:49]. Given the reactants COC1C=CC(C([NH:18][C:19]2[N:27]=[C:26]([Cl:28])[N:25]=[C:24]3[C:20]=2[N:21]=[CH:22][N:23]3[C@@H:29]2[CH2:33][C@H:32]([N:34](C(OC(C)(C)C)=O)C(OC(C)(C)C)=O)[C@@H:31]([OH:49])[C@H:30]2[OH:50])C2C=CC(OC)=CC=2)=CC=1.[C:51]([OH:57])([C:53]([F:56])([F:55])[F:54])=[O:52], predict the reaction product. (9) Given the reactants [F:1][C:2]([F:26])([F:25])[C:3]1[CH:24]=[CH:23][CH:22]=[CH:21][C:4]=1[CH2:5][O:6][CH:7]1[CH2:10][N:9]([C:11]2[S:12][C:13]([C:16]([O:18]CC)=[O:17])=[CH:14][N:15]=2)[CH2:8]1.[OH-].[Li+].[Cl-].[NH4+], predict the reaction product. The product is: [F:26][C:2]([F:1])([F:25])[C:3]1[CH:24]=[CH:23][CH:22]=[CH:21][C:4]=1[CH2:5][O:6][CH:7]1[CH2:8][N:9]([C:11]2[S:12][C:13]([C:16]([OH:18])=[O:17])=[CH:14][N:15]=2)[CH2:10]1. (10) Given the reactants [C:1]([NH:4][C:5]1[CH:14]=[CH:13][C:12]([N:15]2[CH2:20][CH2:19][C@H:18]([NH:21]C(OCC3C=CC=CC=3)=O)[C@H:17]([O:32][CH3:33])[CH2:16]2)=[CH:11][C:6]=1[C:7]([O:9][CH3:10])=[O:8])(=[O:3])[CH3:2].[H][H], predict the reaction product. The product is: [C:1]([NH:4][C:5]1[CH:14]=[CH:13][C:12]([N:15]2[CH2:20][CH2:19][C@H:18]([NH2:21])[C@H:17]([O:32][CH3:33])[CH2:16]2)=[CH:11][C:6]=1[C:7]([O:9][CH3:10])=[O:8])(=[O:3])[CH3:2].